This data is from Forward reaction prediction with 1.9M reactions from USPTO patents (1976-2016). The task is: Predict the product of the given reaction. Given the reactants Br[CH2:2][C:3]1[N:8]([CH2:9][CH2:10][C:11]2[CH:20]=[CH:19][C:14]([C:15]([O:17][CH3:18])=[O:16])=[CH:13][CH:12]=2)[C:7](=[O:21])[C:6]([Cl:22])=[CH:5][C:4]=1[CH:23]1[CH2:25][CH2:24]1.Cl.[CH3:27][NH:28][C:29]1[CH:34]=[CH:33][CH:32]=[C:31]([C:35]([F:38])([F:37])[F:36])[CH:30]=1.C(N(C(C)C)C(C)C)C.O, predict the reaction product. The product is: [Cl:22][C:6]1[C:7](=[O:21])[N:8]([CH2:9][CH2:10][C:11]2[CH:20]=[CH:19][C:14]([C:15]([O:17][CH3:18])=[O:16])=[CH:13][CH:12]=2)[C:3]([CH2:2][N:28]([CH3:27])[C:29]2[CH:34]=[CH:33][CH:32]=[C:31]([C:35]([F:36])([F:37])[F:38])[CH:30]=2)=[C:4]([CH:23]2[CH2:25][CH2:24]2)[CH:5]=1.